This data is from Forward reaction prediction with 1.9M reactions from USPTO patents (1976-2016). The task is: Predict the product of the given reaction. (1) Given the reactants [Cl:1][C:2]1[CH:3]=[C:4]([CH:8]=[CH:9][CH:10]=1)[C:5]([NH2:7])=[O:6].[CH3:11][C:12]([CH:15]=O)([CH3:14])[CH3:13].[NH:17]1[C:21]2[CH:22]=[CH:23][CH:24]=[CH:25][C:20]=2[N:19]=[N:18]1.C1(C)C=CC(S(O)(=O)=O)=CC=1, predict the reaction product. The product is: [N:17]1([CH:15]([NH:7][C:5](=[O:6])[C:4]2[CH:8]=[CH:9][CH:10]=[C:2]([Cl:1])[CH:3]=2)[C:12]([CH3:13])([CH3:14])[CH3:11])[C:21]2[CH:22]=[CH:23][CH:24]=[CH:25][C:20]=2[N:19]=[N:18]1. (2) Given the reactants [N+:1]([C:4]1[CH:5]=[C:6]2[O:13][CH2:12][CH:11]([NH:14][C:15](=[O:24])OCC3C=CC=CC=3)[CH2:10][C:7]2=[N:8][CH:9]=1)([O-:3])=[O:2].[N+]([C:28]1C=C2C(NC(=O)OCC3C=CC=CC=3)COCC2=N[CH:33]=1)([O-])=O.Br.C(Cl)(=O)CC.C(N(CC)CC)C, predict the reaction product. The product is: [N+:1]([C:4]1[CH:5]=[C:10]2[CH:11]([NH:14][C:15](=[O:24])[CH2:28][CH3:33])[CH2:12][O:13][CH2:6][C:7]2=[N:8][CH:9]=1)([O-:3])=[O:2]. (3) Given the reactants [CH3:1][N:2]1[C:10]([CH2:11][CH2:12][CH2:13][C:14]([OH:16])=O)=[N:9][C:8]2[CH:7]=[C:6]([N:17]([CH2:21][CH2:22][Cl:23])[CH2:18][CH2:19][Cl:20])[CH:5]=[CH:4][C:3]1=2.Cl.CN(C(ON1N=NC2C=CC=NC1=2)=[N+](C)C)C.F[P-](F)(F)(F)(F)F.CCN(C(C)C)C(C)C.Cl.[CH3:59][O:60][C:61](=[O:65])[C@H:62]([CH3:64])[NH2:63], predict the reaction product. The product is: [CH3:59][O:60][C:61](=[O:65])[C@@H:62]([NH:63][C:14](=[O:16])[CH2:13][CH2:12][CH2:11][C:10]1[N:2]([CH3:1])[C:3]2[CH:4]=[CH:5][C:6]([N:17]([CH2:21][CH2:22][Cl:23])[CH2:18][CH2:19][Cl:20])=[CH:7][C:8]=2[N:9]=1)[CH3:64]. (4) Given the reactants [NH2:1][C:2]1[CH:19]=[CH:18][C:5]([O:6][C:7]2[C:16]3[N:15]=[CH:14][C:13](=[O:17])[NH:12][C:11]=3[N:10]=[CH:9][CH:8]=2)=[CH:4][C:3]=1[F:20].[F:21][C:22]1[CH:27]=[CH:26][C:25]([C:28]([F:31])([F:30])[F:29])=[CH:24][C:23]=1[N:32]=[C:33]=[O:34], predict the reaction product. The product is: [F:21][C:22]1[CH:27]=[CH:26][C:25]([C:28]([F:31])([F:30])[F:29])=[CH:24][C:23]=1[NH:32][C:33]([NH:1][C:2]1[CH:19]=[CH:18][C:5]([O:6][C:7]2[C:16]3[N:15]=[CH:14][C:13](=[O:17])[NH:12][C:11]=3[N:10]=[CH:9][CH:8]=2)=[CH:4][C:3]=1[F:20])=[O:34]. (5) Given the reactants [CH3:1][O:2][C:3]1[CH:4]=[C:5]2[C:10](=[C:11]([N+:13]([O-])=O)[CH:12]=1)[N:9]=[CH:8][CH:7]=[CH:6]2.O.NN, predict the reaction product. The product is: [CH3:1][O:2][C:3]1[CH:4]=[C:5]2[C:10](=[C:11]([NH2:13])[CH:12]=1)[N:9]=[CH:8][CH:7]=[CH:6]2. (6) Given the reactants [NH2:1][C:2]1[N:6]([C:7]2[CH:12]=[CH:11][C:10]([F:13])=[CH:9][CH:8]=2)[N:5]=[CH:4][C:3]=1[C:14]([NH:16][CH2:17][C:18]([CH2:24][NH2:25])([OH:23])[C:19]([F:22])([F:21])[F:20])=[O:15].C(N(C(C)C)CC)(C)C.[Cl:35][C:36]1[CH:44]=[CH:43][CH:42]=[C:41]([Cl:45])[C:37]=1[C:38](Cl)=[O:39], predict the reaction product. The product is: [NH2:1][C:2]1[N:6]([C:7]2[CH:8]=[CH:9][C:10]([F:13])=[CH:11][CH:12]=2)[N:5]=[CH:4][C:3]=1[C:14]([NH:16][CH2:17][C:18]([CH2:24][NH:25][C:38]([C:37]1[C:36]([Cl:35])=[CH:44][CH:43]=[CH:42][C:41]=1[Cl:45])=[O:39])([OH:23])[C:19]([F:22])([F:21])[F:20])=[O:15]. (7) Given the reactants [OH:1][C:2]([CH3:35])([CH3:34])[CH2:3][C@@:4]1([C:28]2[CH:33]=[CH:32][CH:31]=[CH:30][CH:29]=2)[O:9][C:8](=[O:10])[N:7]([C@H:11]([C:13]2[CH:18]=[CH:17][C:16](B3OC(C)(C)C(C)(C)O3)=[CH:15][CH:14]=2)[CH3:12])[CH2:6][CH2:5]1.Br[C:37]1[CH:38]=[CH:39][C:40]([F:43])=[N:41][CH:42]=1, predict the reaction product. The product is: [F:43][C:40]1[N:41]=[CH:42][C:37]([C:16]2[CH:15]=[CH:14][C:13]([C@@H:11]([N:7]3[CH2:6][CH2:5][C@:4]([CH2:3][C:2]([OH:1])([CH3:35])[CH3:34])([C:28]4[CH:33]=[CH:32][CH:31]=[CH:30][CH:29]=4)[O:9][C:8]3=[O:10])[CH3:12])=[CH:18][CH:17]=2)=[CH:38][CH:39]=1. (8) Given the reactants [Cl:1][C:2]1[CH:3]=[CH:4][C:5](=[O:8])[NH:6][N:7]=1.[H-].[Na+].Cl.Cl[CH2:13][C:14]1[CH:15]=[N:16][CH:17]=[CH:18][CH:19]=1.N1NC(=O)C=CC=1.[Cl-].[NH4+], predict the reaction product. The product is: [Cl:1][C:2]1[CH:3]=[CH:4][C:5](=[O:8])[N:6]([CH2:13][C:14]2[CH:15]=[N:16][CH:17]=[CH:18][CH:19]=2)[N:7]=1.